From a dataset of Full USPTO retrosynthesis dataset with 1.9M reactions from patents (1976-2016). Predict the reactants needed to synthesize the given product. (1) Given the product [NH2:48][CH2:49][CH2:50][CH2:51][CH2:52][NH:53][C:24]([C:23]1[C:17]2[N:16]=[C:15]([CH2:14][N:3]([CH2:1][CH3:2])[CH:4]3[C:13]4[N:12]=[CH:11][CH:10]=[CH:9][C:8]=4[CH2:7][CH2:6][CH2:5]3)[NH:19][C:18]=2[CH:20]=[CH:21][CH:22]=1)=[O:26], predict the reactants needed to synthesize it. The reactants are: [CH2:1]([N:3]([CH2:14][C:15]1[NH:19][C:18]2[CH:20]=[CH:21][CH:22]=[C:23]([C:24]([OH:26])=O)[C:17]=2[N:16]=1)[CH:4]1[C:13]2[N:12]=[CH:11][CH:10]=[CH:9][C:8]=2[CH2:7][CH2:6][CH2:5]1)[CH3:2].O=C1N(P(Cl)(N2CCOC2=O)=O)CCO1.C(OC(=O)[NH:48][CH2:49][CH2:50][CH2:51][CH2:52][NH2:53])(C)(C)C.C(N(CC)C(C)C)(C)C. (2) Given the product [NH2:9][C:8]1[CH:15]=[C:4]([N+:1]([O-:3])=[O:2])[CH:5]=[CH:6][C:7]=1[C:12]([NH:21][CH2:20][C:19]1[CH:22]=[CH:23][CH:24]=[CH:25][C:18]=1[O:17][CH3:16])=[O:13], predict the reactants needed to synthesize it. The reactants are: [N+:1]([C:4]1[CH:5]=[CH:6][C:7]2[C:12](=[O:13])OC(=O)[NH:9][C:8]=2[CH:15]=1)([O-:3])=[O:2].[CH3:16][O:17][C:18]1[CH:25]=[CH:24][CH:23]=[CH:22][C:19]=1[CH2:20][NH2:21].C(Cl)Cl. (3) Given the product [Br:1][C:2]1[CH:17]=[CH:16][CH:15]=[CH:14][C:3]=1[CH2:4][N:5]([CH3:13])[C:6](=[O:7])[CH2:8][OH:9], predict the reactants needed to synthesize it. The reactants are: [Br:1][C:2]1[CH:17]=[CH:16][CH:15]=[CH:14][C:3]=1[CH2:4][N:5]([CH3:13])[C:6]([CH2:8][O:9]C(=O)C)=[O:7].C(=O)([O-])[O-].[K+].[K+]. (4) Given the product [Br:1][C:2]1[C:3]([O:9][CH3:10])=[N:4][C:5]([NH:13][C:14]2[CH:15]=[C:16]([O:23][CH3:24])[CH:17]=[C:18]([O:31][CH3:29])[CH:19]=2)=[N:6][CH:7]=1, predict the reactants needed to synthesize it. The reactants are: [Br:1][C:2]1[C:3]([O:9][CH3:10])=[N:4][C:5](Cl)=[N:6][CH:7]=1.CO[N:13](OC)[C:14]1[CH:19]=[CH:18][CH:17]=[CH:16][CH:15]=1.Cl.[O:23]1CCOC[CH2:24]1.[CH2:29]([O:31]CC)C.